From a dataset of Full USPTO retrosynthesis dataset with 1.9M reactions from patents (1976-2016). Predict the reactants needed to synthesize the given product. Given the product [CH2:1]([N:6]1[C:7]2[N:17]=[CH:16][CH:15]=[CH:14][C:8]=2[C:9](=[O:10])[O:11][C:12]1=[O:26])[C:2]([CH3:5])([CH3:4])[CH3:3], predict the reactants needed to synthesize it. The reactants are: [CH2:1]([NH:6][C:7]1[N:17]=[CH:16][CH:15]=[CH:14][C:8]=1[C:9]([O:11][CH2:12]C)=[O:10])[C:2]([CH3:5])([CH3:4])[CH3:3].C(C(CC)CNC1N=CC=CC=1C(OCC)=[O:26])C.